The task is: Predict the reactants needed to synthesize the given product.. This data is from Full USPTO retrosynthesis dataset with 1.9M reactions from patents (1976-2016). (1) Given the product [CH2:4]([O:3][CH:1]=[CH:2][C:20]1[CH:19]=[N:18][CH:17]=[C:16]([F:15])[C:21]=1[NH2:22])[CH3:5], predict the reactants needed to synthesize it. The reactants are: [CH2:1]([O:3][C:4]#[CH:5])[CH3:2].[B]1OC2C(=CC=CC=2)O1.[F:15][C:16]1[CH:17]=[N:18][CH:19]=[C:20](I)[C:21]=1[NH2:22].[OH-].[Na+]. (2) Given the product [Cl:18][C:17]1[CH:16]=[CH:15][CH:14]=[C:13]([Cl:19])[C:12]=1[C:11]([NH:10][C:9]1[C:5]([CH2:3][OH:2])=[N:6][N:7]([CH:21]2[CH2:26][CH2:25][CH2:24][CH2:23][O:22]2)[CH:8]=1)=[O:20], predict the reactants needed to synthesize it. The reactants are: C[O:2][C:3]([C:5]1[C:9]([NH:10][C:11](=[O:20])[C:12]2[C:17]([Cl:18])=[CH:16][CH:15]=[CH:14][C:13]=2[Cl:19])=[CH:8][N:7]([CH:21]2[CH2:26][CH2:25][CH2:24][CH2:23][O:22]2)[N:6]=1)=O.[H-].C([Al+]CC(C)C)C(C)C.S([O-])([O-])(=O)=O.[Na+].[Na+]. (3) Given the product [ClH:45].[CH3:44][N:18]([C:16]([N:2]([CH3:1])[CH:3]1[CH2:4][CH2:5][NH:6][CH2:7][CH2:8]1)=[O:17])[CH2:19][CH2:20][NH:21][S:22]([C:25]1[CH:30]=[C:29]([S:31]([C:34]2[CH:35]=[CH:36][CH:37]=[CH:38][CH:39]=2)(=[O:33])=[O:32])[CH:28]=[CH:27][C:26]=1[C:40]([F:42])([F:41])[F:43])(=[O:23])=[O:24], predict the reactants needed to synthesize it. The reactants are: [CH3:1][N:2]([C:16]([N:18]([CH3:44])[CH2:19][CH2:20][NH:21][S:22]([C:25]1[CH:30]=[C:29]([S:31]([C:34]2[CH:39]=[CH:38][CH:37]=[CH:36][CH:35]=2)(=[O:33])=[O:32])[CH:28]=[CH:27][C:26]=1[C:40]([F:43])([F:42])[F:41])(=[O:24])=[O:23])=[O:17])[CH:3]1[CH2:8][CH2:7][N:6](C(OC(C)(C)C)=O)[CH2:5][CH2:4]1.[ClH:45].